From a dataset of Full USPTO retrosynthesis dataset with 1.9M reactions from patents (1976-2016). Predict the reactants needed to synthesize the given product. (1) Given the product [C:1]([O:4][C@@H:5]([C:6]1[N:26]([CH:27]2[CH2:32][CH2:31][CH2:30][O:29][CH2:28]2)[C:9]2=[C:10]3[CH:16]=[CH:15][N:14]([S:17]([C:20]4[CH:25]=[CH:24][CH:23]=[CH:22][CH:21]=4)(=[O:18])=[O:19])[C:11]3=[N:12][CH:13]=[C:8]2[N:7]=1)[CH3:34])(=[O:3])[CH3:2], predict the reactants needed to synthesize it. The reactants are: [C:1]([O:4][C@H:5]([CH3:34])[C:6](=O)[NH:7][C:8]1[C:9]([NH:26][CH:27]2[CH2:32][CH2:31][CH2:30][O:29][CH2:28]2)=[C:10]2[CH:16]=[CH:15][N:14]([S:17]([C:20]3[CH:25]=[CH:24][CH:23]=[CH:22][CH:21]=3)(=[O:19])=[O:18])[C:11]2=[N:12][CH:13]=1)(=[O:3])[CH3:2]. (2) Given the product [CH3:21][C:20]1[C:16]([C:13]2[S:12][C:11]([C:9]([N:5]3[CH2:6][CH2:7][CH2:8][C@@H:3]([NH:2][S:34]([CH3:33])(=[O:36])=[O:35])[CH2:4]3)=[O:10])=[CH:15][CH:14]=2)=[N:17][O:18][C:19]=1[C:22]([F:25])([F:24])[F:23], predict the reactants needed to synthesize it. The reactants are: Cl.[NH2:2][C@@H:3]1[CH2:8][CH2:7][CH2:6][N:5]([C:9]([C:11]2[S:12][C:13]([C:16]3[C:20]([CH3:21])=[C:19]([C:22]([F:25])([F:24])[F:23])[O:18][N:17]=3)=[CH:14][CH:15]=2)=[O:10])[CH2:4]1.C(N(CC)CC)C.[CH3:33][S:34](Cl)(=[O:36])=[O:35]. (3) Given the product [CH3:27][O:28][C:29](=[O:36])[C@H:30]([CH2:32][CH2:33][S:34][CH3:35])[NH:31][C:3](=[O:2])[C:4]1[CH:9]=[CH:8][C:7]([CH2:10][S:11]([C:14]2[CH:15]=[N:16][CH:17]=[CH:18][CH:19]=2)(=[O:13])=[O:12])=[CH:6][C:5]=1[C:20]1[CH:25]=[CH:24][CH:23]=[CH:22][CH:21]=1, predict the reactants needed to synthesize it. The reactants are: C[O:2][C:3](=O)[C:4]1[CH:9]=[CH:8][C:7]([CH2:10][S:11]([C:14]2[CH:15]=[N:16][CH:17]=[CH:18][CH:19]=2)(=[O:13])=[O:12])=[CH:6][C:5]=1[C:20]1[CH:25]=[CH:24][CH:23]=[CH:22][CH:21]=1.[CH3:27][O:28][C:29](=[O:36])[C@H:30]([CH2:32][CH2:33][S:34][CH3:35])[NH2:31].